Dataset: Forward reaction prediction with 1.9M reactions from USPTO patents (1976-2016). Task: Predict the product of the given reaction. (1) Given the reactants [O:1]=[O+][O-].[CH3:4][N:5]([CH:15]([C:19]1[CH:24]=[CH:23][CH:22]=[CH:21][CH:20]=1)[CH2:16][CH:17]=C)[S:6]([C:9]1[CH:14]=[CH:13][CH:12]=[CH:11][CH:10]=1)(=[O:8])=[O:7].[BH4-].[Na+], predict the reaction product. The product is: [OH:1][CH2:17][CH2:16][CH:15]([N:5]([CH3:4])[S:6]([C:9]1[CH:14]=[CH:13][CH:12]=[CH:11][CH:10]=1)(=[O:8])=[O:7])[C:19]1[CH:24]=[CH:23][CH:22]=[CH:21][CH:20]=1. (2) Given the reactants [OH:1][C:2]1[C:33]([CH3:34])=[CH:32][C:5]([CH2:6][C@@H:7]([CH2:11][C:12](=[O:31])[N:13]2[CH2:18][CH2:17][CH:16]([N:19]3[CH2:25][CH2:24][C:23]4[CH:26]=[CH:27][CH:28]=[CH:29][C:22]=4[NH:21][C:20]3=[O:30])[CH2:15][CH2:14]2)[C:8]([OH:10])=O)=[CH:4][C:3]=1[CH3:35].CN(C(ON1N=NC2C=CC=CC1=2)=[N+](C)C)C.[B-](F)(F)(F)F.C(N(CC)CC)C.[O:65]1[CH2:70][CH2:69][CH:68]([N:71]2[CH2:76][CH2:75][NH:74][CH2:73][CH2:72]2)[CH2:67][CH2:66]1, predict the reaction product. The product is: [OH:1][C:2]1[C:3]([CH3:35])=[CH:4][C:5]([CH2:6][C@@H:7]([CH2:11][C:12]([N:13]2[CH2:18][CH2:17][CH:16]([N:19]3[CH2:25][CH2:24][C:23]4[CH:26]=[CH:27][CH:28]=[CH:29][C:22]=4[NH:21][C:20]3=[O:30])[CH2:15][CH2:14]2)=[O:31])[C:8]([N:74]2[CH2:73][CH2:72][N:71]([CH:68]3[CH2:69][CH2:70][O:65][CH2:66][CH2:67]3)[CH2:76][CH2:75]2)=[O:10])=[CH:32][C:33]=1[CH3:34]. (3) Given the reactants C(OC([N:8]1[CH2:13][CH2:12][CH2:11][CH:10]([NH:14][C:15]2[CH:20]=[CH:19][CH:18]=[C:17]([C:21]3[CH:26]=[CH:25][N:24]=[C:23](Cl)[N:22]=3)[CH:16]=2)[CH2:9]1)=O)(C)(C)C.[NH2:28][CH2:29][CH2:30][C:31]1[CH:36]=[CH:35][C:34]([OH:37])=[CH:33][CH:32]=1, predict the reaction product. The product is: [NH:8]1[CH2:13][CH2:12][CH2:11][CH:10]([NH:14][C:15]2[CH:16]=[C:17]([C:21]3[CH:26]=[CH:25][N:24]=[C:23]([NH:28][CH2:29][CH2:30][C:31]4[CH:36]=[CH:35][C:34]([OH:37])=[CH:33][CH:32]=4)[N:22]=3)[CH:18]=[CH:19][CH:20]=2)[CH2:9]1. (4) The product is: [Br:7][C:8]1[CH:16]=[CH:15][C:11]([C:12]([OH:14])=[O:13])=[C:10]([S:6][CH:4]([CH3:5])[CH3:3])[CH:9]=1. Given the reactants [H-].[Na+].[CH3:3][CH:4]([SH:6])[CH3:5].[Br:7][C:8]1[CH:16]=[CH:15][C:11]([C:12]([OH:14])=[O:13])=[C:10](F)[CH:9]=1.O, predict the reaction product.